Dataset: Peptide-MHC class I binding affinity with 185,985 pairs from IEDB/IMGT. Task: Regression. Given a peptide amino acid sequence and an MHC pseudo amino acid sequence, predict their binding affinity value. This is MHC class I binding data. (1) The peptide sequence is VIARTHTAL. The MHC is HLA-B08:02 with pseudo-sequence HLA-B08:02. The binding affinity (normalized) is 0.0847. (2) The peptide sequence is EILSNTTKT. The MHC is HLA-A02:01 with pseudo-sequence HLA-A02:01. The binding affinity (normalized) is 0.0986. (3) The peptide sequence is CTLPPLRFK. The MHC is HLA-A11:01 with pseudo-sequence HLA-A11:01. The binding affinity (normalized) is 0.505. (4) The peptide sequence is ADLMGYIPL. The MHC is Patr-B2401 with pseudo-sequence Patr-B2401. The binding affinity (normalized) is 0.338. (5) The peptide sequence is WLYPGAQNL. The MHC is BoLA-T2b with pseudo-sequence BoLA-T2b. The binding affinity (normalized) is 0.0643.